Dataset: Forward reaction prediction with 1.9M reactions from USPTO patents (1976-2016). Task: Predict the product of the given reaction. Given the reactants [OH:1][C:2]1[C:7]2[CH2:8][O:9][C@@H:10]3[C@H:14]([C:6]=2[CH:5]=[CH:4][CH:3]=1)[CH2:13][N:12]([C:15]([O:17][C:18]([CH3:21])([CH3:20])[CH3:19])=[O:16])[CH2:11]3.[C:22](=O)([O-])[O-].[K+].[K+].IC.C(N(CC)CC)C, predict the reaction product. The product is: [CH3:22][O:1][C:2]1[C:7]2[CH2:8][O:9][C@@H:10]3[C@H:14]([C:6]=2[CH:5]=[CH:4][CH:3]=1)[CH2:13][N:12]([C:15]([O:17][C:18]([CH3:21])([CH3:20])[CH3:19])=[O:16])[CH2:11]3.